Dataset: Catalyst prediction with 721,799 reactions and 888 catalyst types from USPTO. Task: Predict which catalyst facilitates the given reaction. Reactant: [CH:1]1([S:7][C:8]2[CH:13]=[CH:12][CH:11]=[C:10]([Br:14])[CH:9]=2)[CH2:6][CH2:5][CH2:4][CH2:3][CH2:2]1.ClC1C=CC=C(C(OO)=[O:23])C=1.[OH2:26]. Product: [CH:1]1([S:7]([C:8]2[CH:13]=[CH:12][CH:11]=[C:10]([Br:14])[CH:9]=2)(=[O:23])=[O:26])[CH2:6][CH2:5][CH2:4][CH2:3][CH2:2]1. The catalyst class is: 2.